Dataset: Full USPTO retrosynthesis dataset with 1.9M reactions from patents (1976-2016). Task: Predict the reactants needed to synthesize the given product. (1) Given the product [CH2:1]([O:3][C:4]([C:6]1[CH2:11][CH:10]([O:12][S:13]([CH3:16])(=[O:14])=[O:15])[CH2:9][CH2:8][C:7]=1[O:17][CH:18]([CH2:21][CH2:22][NH2:23])[CH2:19][CH3:20])=[O:5])[CH3:2], predict the reactants needed to synthesize it. The reactants are: [CH2:1]([O:3][C:4]([C:6]1[CH2:11][CH:10]([O:12][S:13]([CH3:16])(=[O:15])=[O:14])[CH2:9][CH2:8][C:7]=1[O:17][CH:18]([CH2:21][CH2:22][N:23]=[N+]=[N-])[CH2:19][CH3:20])=[O:5])[CH3:2].[H][H]. (2) Given the product [Br:1][C:8]1[C:9]2[N:10]=[C:11]([C:17]3[CH:22]=[CH:21][N:20]=[CH:19][CH:18]=3)[N:12]=[C:13]([OH:16])[C:14]=2[S:15][C:7]=1[CH3:3], predict the reactants needed to synthesize it. The reactants are: [Br:1]Br.[C:3]([C:7]1[S:15][C:14]2[C:13]([OH:16])=[N:12][C:11]([C:17]3[CH:22]=[CH:21][N:20]=[CH:19][CH:18]=3)=[N:10][C:9]=2[CH:8]=1)(C)(C)C. (3) Given the product [CH2:46]([O:45][C:43](=[O:44])[CH2:42][O:1][CH:2]1[CH2:7][CH2:6][CH:5]([N:8]2[C:13](=[O:14])[C:12]([CH2:15][C:16]3[CH:17]=[CH:18][C:19]([C:22]4[CH:27]=[CH:26][CH:25]=[CH:24][C:23]=4[C:28]#[N:29])=[CH:20][CH:21]=3)=[C:11]([CH2:30][CH2:31][CH3:32])[N:10]3[N:33]=[C:34]([C:36]([F:38])([F:39])[F:37])[N:35]=[C:9]23)[CH2:4][CH2:3]1)[CH3:47], predict the reactants needed to synthesize it. The reactants are: [OH:1][CH:2]1[CH2:7][CH2:6][CH:5]([N:8]2[C:13](=[O:14])[C:12]([CH2:15][C:16]3[CH:21]=[CH:20][C:19]([C:22]4[C:23]([C:28]#[N:29])=[CH:24][CH:25]=[CH:26][CH:27]=4)=[CH:18][CH:17]=3)=[C:11]([CH2:30][CH2:31][CH3:32])[N:10]3[N:33]=[C:34]([C:36]([F:39])([F:38])[F:37])[N:35]=[C:9]23)[CH2:4][CH2:3]1.[N+](=[CH:42][C:43]([O:45][CH2:46][CH3:47])=[O:44])=[N-]. (4) Given the product [CH:1]1([N:6]2[CH:12]([CH3:13])[CH2:11][C:10](=[O:14])[N:9]([CH3:15])[C:8]3[CH:16]=[N:17][C:18]([NH:20][C:21]4[CH:29]=[CH:28][C:24]([C:25]([NH:65][CH:66]5[CH2:71][CH2:70][N:69]([CH3:72])[CH2:68][CH2:67]5)=[O:27])=[CH:23][C:22]=4[O:30][CH3:31])=[N:19][C:7]2=3)[CH2:5][CH2:4][CH2:3][CH2:2]1, predict the reactants needed to synthesize it. The reactants are: [CH:1]1([N:6]2[CH:12]([CH3:13])[CH2:11][C:10](=[O:14])[N:9]([CH3:15])[C:8]3[CH:16]=[N:17][C:18]([NH:20][C:21]4[CH:29]=[CH:28][C:24]([C:25]([OH:27])=O)=[CH:23][C:22]=4[O:30][CH3:31])=[N:19][C:7]2=3)[CH2:5][CH2:4][CH2:3][CH2:2]1.F[P-](F)(F)(F)(F)F.CN(C(N(C)C)=[N+]1C2C(=NC=CC=2)[N+]([O-])=N1)C.C(N(C(C)C)C(C)C)C.[NH2:65][CH:66]1[CH2:71][CH2:70][N:69]([CH3:72])[CH2:68][CH2:67]1. (5) Given the product [F:19][C:2]([F:1])([S:15]([O-:18])(=[O:16])=[O:17])[CH:3]([OH:8])[C:4]([F:5])([F:7])[F:6].[Na+:20], predict the reactants needed to synthesize it. The reactants are: [F:1][C:2]([F:19])([S:15]([O-:18])(=[O:17])=[O:16])[CH:3]([O:8]C(=O)C(C)(C)C)[C:4]([F:7])([F:6])[F:5].[Na+:20].[OH-].[Na+].Cl. (6) Given the product [F:28][CH:26]([F:27])[O:25][C:22]1[CH:23]=[CH:24][C:19]([NH:18][C:14]2[C:15]3[CH2:16][CH2:17][NH:8][CH2:9][C:10]=3[N:11]=[CH:12][N:13]=2)=[CH:20][CH:21]=1, predict the reactants needed to synthesize it. The reactants are: C([N:8]1[CH2:17][CH2:16][C:15]2[C:14]([NH:18][C:19]3[CH:24]=[CH:23][C:22]([O:25][CH:26]([F:28])[F:27])=[CH:21][CH:20]=3)=[N:13][CH:12]=[N:11][C:10]=2[CH2:9]1)C1C=CC=CC=1.C([O-])=O.[NH4+]. (7) The reactants are: [N:1]1[O:5][N:4]=[C:3]2[C:6]([S:10](Cl)(=[O:12])=[O:11])=[CH:7][CH:8]=[CH:9][C:2]=12.[CH3:14][O:15][C:16](=[O:37])[CH2:17][C:18]1[CH:23]=[CH:22][CH:21]=[C:20]([CH2:24][NH:25][CH2:26][C:27]2[CH:32]=[CH:31][C:30]([CH2:33][CH2:34][CH2:35][CH3:36])=[CH:29][CH:28]=2)[CH:19]=1.C(N(CC)C(C)C)(C)C. Given the product [CH3:14][O:15][C:16](=[O:37])[CH2:17][C:18]1[CH:23]=[CH:22][CH:21]=[C:20]([CH2:24][N:25]([S:10]([C:6]2[C:3]3=[N:4][O:5][N:1]=[C:2]3[CH:9]=[CH:8][CH:7]=2)(=[O:12])=[O:11])[CH2:26][C:27]2[CH:32]=[CH:31][C:30]([CH2:33][CH2:34][CH2:35][CH3:36])=[CH:29][CH:28]=2)[CH:19]=1, predict the reactants needed to synthesize it.